This data is from Peptide-MHC class II binding affinity with 134,281 pairs from IEDB. The task is: Regression. Given a peptide amino acid sequence and an MHC pseudo amino acid sequence, predict their binding affinity value. This is MHC class II binding data. (1) The peptide sequence is WNTDIKTLKFDALSG. The MHC is HLA-DQA10102-DQB10501 with pseudo-sequence HLA-DQA10102-DQB10501. The binding affinity (normalized) is 0.380. (2) The peptide sequence is DKAVSGLRSLTTLLR. The MHC is DRB1_0101 with pseudo-sequence DRB1_0101. The binding affinity (normalized) is 0.763.